From a dataset of Full USPTO retrosynthesis dataset with 1.9M reactions from patents (1976-2016). Predict the reactants needed to synthesize the given product. (1) Given the product [NH2:30][C:21]1[CH:22]=[N:23][N:24]([CH2:25][C:26]([F:29])([F:28])[F:27])[C:20]=1[N:33]1[CH2:39][CH2:38][CH2:37][C@@H:36]([NH:40][C:41](=[O:46])[C:42]([F:44])([F:43])[F:45])[CH2:35][CH2:34]1, predict the reactants needed to synthesize it. The reactants are: NC1C=NN(CC(F)F)C=1N1CCCC(O)CC1.Br[C:20]1[N:24]([CH2:25][C:26]([F:29])([F:28])[F:27])[N:23]=[CH:22][C:21]=1[N+:30]([O-])=O.[NH:33]1[CH2:39][CH2:38][CH2:37][C@@H:36]([NH:40][C:41](=[O:46])[C:42]([F:45])([F:44])[F:43])[CH2:35][CH2:34]1. (2) Given the product [CH2:5]([CH:12]1[CH2:17][CH2:16][CH2:15][N:14]([C:18]([C:20]2[CH:25]=[CH:24][C:23]([OH:26])=[C:22]([F:28])[CH:21]=2)=[O:19])[CH2:13]1)[C:6]1[CH:11]=[CH:10][CH:9]=[CH:8][CH:7]=1, predict the reactants needed to synthesize it. The reactants are: B(Br)(Br)Br.[CH2:5]([CH:12]1[CH2:17][CH2:16][CH2:15][N:14]([C:18]([C:20]2[CH:25]=[CH:24][C:23]([O:26]C)=[C:22]([F:28])[CH:21]=2)=[O:19])[CH2:13]1)[C:6]1[CH:11]=[CH:10][CH:9]=[CH:8][CH:7]=1.O.